The task is: Predict the product of the given reaction.. This data is from Forward reaction prediction with 1.9M reactions from USPTO patents (1976-2016). Given the reactants [N:1]1[CH:6]=[CH:5][CH:4]=[CH:3][C:2]=1[CH2:7][OH:8].[H-].[Na+].Cl[C:12]1[C:17]([CH3:18])=[CH:16][C:15]([N+:19]([O-:21])=[O:20])=[CH:14][N:13]=1, predict the reaction product. The product is: [CH3:18][C:17]1[C:12]([O:8][CH2:7][C:2]2[CH:3]=[CH:4][CH:5]=[CH:6][N:1]=2)=[N:13][CH:14]=[C:15]([N+:19]([O-:21])=[O:20])[CH:16]=1.